This data is from Full USPTO retrosynthesis dataset with 1.9M reactions from patents (1976-2016). The task is: Predict the reactants needed to synthesize the given product. (1) Given the product [C:1]1([C:7]2[O:11][C:10]([C:12]([NH:16][NH:15][C:17]([O:19][C:20]([CH3:23])([CH3:22])[CH3:21])=[O:18])=[O:14])=[CH:9][CH:8]=2)[CH:2]=[CH:3][CH:4]=[CH:5][CH:6]=1, predict the reactants needed to synthesize it. The reactants are: [C:1]1([C:7]2[O:11][C:10]([C:12]([OH:14])=O)=[CH:9][CH:8]=2)[CH:6]=[CH:5][CH:4]=[CH:3][CH:2]=1.[NH:15]([C:17]([O:19][C:20]([CH3:23])([CH3:22])[CH3:21])=[O:18])[NH2:16].C([O-])([O-])=O.[K+].[K+].CN(C(ON1N=NC2C=CC=NC1=2)=[N+](C)C)C.F[P-](F)(F)(F)(F)F. (2) Given the product [OH:1][C:2]1[C:11]2[C:6](=[CH:7][C:8]([CH2:12][C:13]3[CH:18]=[CH:17][CH:16]=[CH:15][CH:14]=3)=[CH:9][N:10]=2)[NH:5][C:4](=[O:19])[C:3]=1[C:20]([NH:33][CH2:25][CH2:26][C:27]1[CH:32]=[CH:31][CH:30]=[CH:29][CH:28]=1)=[O:21], predict the reactants needed to synthesize it. The reactants are: [OH:1][C:2]1[C:11]2[C:6](=[CH:7][C:8]([CH2:12][C:13]3[CH:18]=[CH:17][CH:16]=[CH:15][CH:14]=3)=[CH:9][N:10]=2)[NH:5][C:4](=[O:19])[C:3]=1[C:20](OCC)=[O:21].[CH2:25]([NH2:33])[CH2:26][C:27]1[CH:32]=[CH:31][CH:30]=[CH:29][CH:28]=1. (3) Given the product [NH2:4][C:5]1[CH:10]=[CH:9][CH:8]=[CH:7][C:6]=1[C:11]1[NH:12][C:13](=[O:29])[N:14]([CH:16]2[CH2:21][CH2:20][N:19]([CH2:22][C:23]3[CH:28]=[CH:27][CH:26]=[CH:25][CH:24]=3)[CH2:18][CH2:17]2)[CH:15]=1, predict the reactants needed to synthesize it. The reactants are: C([NH:4][C:5]1[CH:10]=[CH:9][CH:8]=[CH:7][C:6]=1[C:11]1[NH:12][C:13](=[O:29])[N:14]([CH:16]2[CH2:21][CH2:20][N:19]([CH2:22][C:23]3[CH:28]=[CH:27][CH:26]=[CH:25][CH:24]=3)[CH2:18][CH2:17]2)[CH:15]=1)(=O)C.[OH-].[Na+]. (4) Given the product [Br:17][C:18]1[CH:23]=[C:22]([N:6]2[C:7]([C:11]([O:13][CH2:14][CH3:15])=[O:12])=[C:8]3[CH2:9][CH2:10][S:2](=[O:1])(=[O:16])[CH2:3][C:4]3=[N:5]2)[CH:21]=[CH:20][CH:19]=1, predict the reactants needed to synthesize it. The reactants are: [O:1]=[S:2]1(=[O:16])[CH2:10][CH2:9][C:8]2[C:7]([C:11]([O:13][CH2:14][CH3:15])=[O:12])=[N:6][NH:5][C:4]=2[CH2:3]1.[Br:17][C:18]1[CH:19]=[C:20](B(O)O)[CH:21]=[CH:22][CH:23]=1. (5) The reactants are: [O:1]=[C:2]1[CH2:7][CH2:6][CH:5]([O:8][C:9]2[CH:32]=[CH:31][C:12]([C:13]([NH:15][CH2:16][CH2:17][NH:18][C:19]([C:21]3[CH:30]=[CH:29][C:28]4[C:23](=[CH:24][CH:25]=[CH:26][CH:27]=4)[CH:22]=3)=[O:20])=[O:14])=[CH:11][CH:10]=2)[CH2:4][CH2:3]1.[CH3:33]COCC. Given the product [OH:1][C:2]1([CH3:33])[CH2:7][CH2:6][CH:5]([O:8][C:9]2[CH:32]=[CH:31][C:12]([C:13]([NH:15][CH2:16][CH2:17][NH:18][C:19]([C:21]3[CH:30]=[CH:29][C:28]4[C:23](=[CH:24][CH:25]=[CH:26][CH:27]=4)[CH:22]=3)=[O:20])=[O:14])=[CH:11][CH:10]=2)[CH2:4][CH2:3]1, predict the reactants needed to synthesize it.